Dataset: Catalyst prediction with 721,799 reactions and 888 catalyst types from USPTO. Task: Predict which catalyst facilitates the given reaction. (1) Reactant: Cl.C([O:4][CH:5](OCC)[CH2:6][O:7][C:8]1[CH:13]=[CH:12][C:11]([CH2:14][CH2:15][OH:16])=[CH:10][CH:9]=1)C. Product: [OH:16][CH2:15][CH2:14][C:11]1[CH:12]=[CH:13][C:8]([O:7][CH2:6][CH:5]=[O:4])=[CH:9][CH:10]=1. The catalyst class is: 38. (2) Reactant: [NH2:1][C:2]1[C:7]([N+:8]([O-])=O)=[C:6]([N:11]2[CH2:16][CH2:15][N:14]([CH2:17][C:18]([NH:20][C:21]3[CH:26]=[CH:25][CH:24]=[CH:23][CH:22]=3)=[O:19])[CH2:13][CH2:12]2)[C:5]([Cl:27])=[CH:4][N:3]=1.[CH3:28][N:29]([CH3:38])[C:30]1[CH:37]=[CH:36][C:33]([CH:34]=O)=[CH:32][CH:31]=1.[O-]S(S([O-])=O)=O.[Na+].[Na+]. Product: [Cl:27][C:5]1[C:6]([N:11]2[CH2:16][CH2:15][N:14]([CH2:17][C:18]([NH:20][C:21]3[CH:26]=[CH:25][CH:24]=[CH:23][CH:22]=3)=[O:19])[CH2:13][CH2:12]2)=[C:7]2[N:8]=[C:34]([C:33]3[CH:36]=[CH:37][C:30]([N:29]([CH3:38])[CH3:28])=[CH:31][CH:32]=3)[NH:1][C:2]2=[N:3][CH:4]=1. The catalyst class is: 8. (3) Reactant: [S:1]1[C:5]2[CH:6]=[C:7]([N:10]([CH3:15])[S:11]([CH3:14])(=[O:13])=[O:12])[CH:8]=[CH:9][C:4]=2[N:3]=C1.O.NN. Product: [NH2:3][C:4]1[CH:9]=[CH:8][C:7]([N:10]([CH3:15])[S:11]([CH3:14])(=[O:13])=[O:12])=[CH:6][C:5]=1[SH:1]. The catalyst class is: 8. (4) The catalyst class is: 134. Product: [CH3:16][Si:15]([CH3:18])([CH3:17])[C:2]1[CH:7]=[CH:6][CH:5]=[CH:4][C:3]=1[CH3:8]. Reactant: Br[C:2]1[CH:7]=[CH:6][CH:5]=[CH:4][C:3]=1[CH3:8].C([Li])CCC.Cl[Si:15]([CH3:18])([CH3:17])[CH3:16]. (5) Reactant: [H-].[H-].[H-].[H-].[Li+].[Al+3].[OH:7][CH:8]([CH:11]1[CH2:16][CH2:15][N:14]([CH2:17][C:18]2[CH:23]=[CH:22][CH:21]=[CH:20][CH:19]=2)[CH2:13][CH2:12]1)[C:9]#[N:10]. Product: [NH2:10][CH2:9][CH:8]([CH:11]1[CH2:12][CH2:13][N:14]([CH2:17][C:18]2[CH:19]=[CH:20][CH:21]=[CH:22][CH:23]=2)[CH2:15][CH2:16]1)[OH:7]. The catalyst class is: 1. (6) Product: [CH2:18]([C:19]1([CH2:20][CH2:21][CH3:22])[NH:1][C:2]2[CH:6]=[C:5]([C:7]3[CH:8]=[CH:9][N:10]=[CH:11][CH:12]=3)[S:4][C:3]=2[C:13](=[O:14])[NH:15]1)[CH2:17][CH3:16]. Reactant: [NH2:1][C:2]1[CH:6]=[C:5]([C:7]2[CH:12]=[CH:11][N:10]=[CH:9][CH:8]=2)[S:4][C:3]=1[C:13]([NH2:15])=[O:14].[CH3:16][CH2:17][CH2:18][C:19](=O)[CH2:20][CH2:21][CH3:22].O.C1(C)C=CC(S(O)(=O)=O)=CC=1.C(=O)([O-])O.[Na+]. The catalyst class is: 15.